Regression. Given two drug SMILES strings and cell line genomic features, predict the synergy score measuring deviation from expected non-interaction effect. From a dataset of NCI-60 drug combinations with 297,098 pairs across 59 cell lines. (1) Drug 1: CC1C(C(CC(O1)OC2CC(CC3=C2C(=C4C(=C3O)C(=O)C5=C(C4=O)C(=CC=C5)OC)O)(C(=O)C)O)N)O.Cl. Drug 2: CC1=CC2C(CCC3(C2CCC3(C(=O)C)OC(=O)C)C)C4(C1=CC(=O)CC4)C. Cell line: OVCAR-4. Synergy scores: CSS=1.66, Synergy_ZIP=-2.10, Synergy_Bliss=-3.06, Synergy_Loewe=-9.34, Synergy_HSA=-2.65. (2) Drug 1: CC1CCC2CC(C(=CC=CC=CC(CC(C(=O)C(C(C(=CC(C(=O)CC(OC(=O)C3CCCCN3C(=O)C(=O)C1(O2)O)C(C)CC4CCC(C(C4)OC)O)C)C)O)OC)C)C)C)OC. Drug 2: CCC1=C2CN3C(=CC4=C(C3=O)COC(=O)C4(CC)O)C2=NC5=C1C=C(C=C5)O. Cell line: NCI-H522. Synergy scores: CSS=15.6, Synergy_ZIP=-5.15, Synergy_Bliss=-0.732, Synergy_Loewe=-20.1, Synergy_HSA=-3.52. (3) Drug 1: CC1OCC2C(O1)C(C(C(O2)OC3C4COC(=O)C4C(C5=CC6=C(C=C35)OCO6)C7=CC(=C(C(=C7)OC)O)OC)O)O. Drug 2: C1C(C(OC1N2C=NC3=C(N=C(N=C32)Cl)N)CO)O. Cell line: SK-MEL-5. Synergy scores: CSS=21.3, Synergy_ZIP=-2.92, Synergy_Bliss=6.80, Synergy_Loewe=2.77, Synergy_HSA=5.17. (4) Drug 1: CC1=C(C(CCC1)(C)C)C=CC(=CC=CC(=CC(=O)O)C)C. Drug 2: B(C(CC(C)C)NC(=O)C(CC1=CC=CC=C1)NC(=O)C2=NC=CN=C2)(O)O. Cell line: OVCAR-8. Synergy scores: CSS=40.8, Synergy_ZIP=0.707, Synergy_Bliss=0.960, Synergy_Loewe=-33.6, Synergy_HSA=-0.757. (5) Drug 1: CCCS(=O)(=O)NC1=C(C(=C(C=C1)F)C(=O)C2=CNC3=C2C=C(C=N3)C4=CC=C(C=C4)Cl)F. Drug 2: C1CNP(=O)(OC1)N(CCCl)CCCl. Synergy scores: CSS=-2.22, Synergy_ZIP=-0.645, Synergy_Bliss=-2.49, Synergy_Loewe=-4.31, Synergy_HSA=-3.87. Cell line: HOP-62. (6) Drug 1: CC1=C2C(C(=O)C3(C(CC4C(C3C(C(C2(C)C)(CC1OC(=O)C(C(C5=CC=CC=C5)NC(=O)OC(C)(C)C)O)O)OC(=O)C6=CC=CC=C6)(CO4)OC(=O)C)OC)C)OC. Drug 2: CC1=C(C(CCC1)(C)C)C=CC(=CC=CC(=CC(=O)O)C)C. Cell line: EKVX. Synergy scores: CSS=42.2, Synergy_ZIP=5.03, Synergy_Bliss=5.80, Synergy_Loewe=-39.3, Synergy_HSA=3.93.